Dataset: Full USPTO retrosynthesis dataset with 1.9M reactions from patents (1976-2016). Task: Predict the reactants needed to synthesize the given product. Given the product [Cl:1][C:2]1[CH:3]=[N:4][C:5]2[NH:6][C:7]3[CH:8]=[CH:9][CH:10]=[C:11]([CH:26]=3)[CH2:12][CH2:13][C:14]3[CH:22]=[C:18]([NH:19][C:20]=1[N:21]=2)[CH:17]=[C:16]([NH:29][C:32](=[O:40])[O:57][C:53]([CH3:56])([CH3:55])[CH3:54])[CH:15]=3, predict the reactants needed to synthesize it. The reactants are: [Cl:1][C:2]1[CH:3]=[N:4][C:5]2[NH:6][C:7]3[CH:8]=[CH:9][CH:10]=[C:11]([CH:26]=3)[CH2:12][CH2:13][C:14]3[CH:22]=[C:18]([NH:19][C:20]=1[N:21]=2)[CH:17]=[C:16](C(O)=O)[CH:15]=3.C([N:29]([CH2:32]C)CC)C.C1C=CC([O:40]P(OC2C=CC=CC=2)(N=[N+]=[N-])=O)=CC=1.[C:53]([OH:57])([CH3:56])([CH3:55])[CH3:54].